From a dataset of Forward reaction prediction with 1.9M reactions from USPTO patents (1976-2016). Predict the product of the given reaction. (1) The product is: [CH:1]1[C:10]2[C:5](=[CH:6][CH:7]=[CH:8][CH:9]=2)[CH:4]=[C:3]([CH:11]=[O:12])[N:2]=1. Given the reactants [CH:1]1[C:10]2[C:5](=[CH:6][CH:7]=[CH:8][CH:9]=2)[CH:4]=[C:3]([C:11](OC)=[O:12])[N:2]=1.[H-].C([Al+]CC(C)C)C(C)C, predict the reaction product. (2) Given the reactants Cl.[CH:2]1([C:8](=[NH:10])[NH2:9])[CH2:7][CH2:6][CH2:5][CH2:4][CH2:3]1.Cl.N[CH2:13][C:14]([O:16][C:17]([CH3:20])([CH3:19])[CH3:18])=[O:15].C(N(CC)CC)C, predict the reaction product. The product is: [CH:2]1([C:8](=[NH:9])[NH:10][CH2:13][C:14]([O:16][C:17]([CH3:20])([CH3:19])[CH3:18])=[O:15])[CH2:7][CH2:6][CH2:5][CH2:4][CH2:3]1.